Task: Predict the reactants needed to synthesize the given product.. Dataset: Full USPTO retrosynthesis dataset with 1.9M reactions from patents (1976-2016) (1) Given the product [C:1]([CH:5]1[CH2:6][CH2:7][CH:8]([NH:11][C:19]([NH:20][C:21]2[C:30]3[C:25](=[CH:26][CH:27]=[C:28]([OH:31])[CH:29]=3)[CH:24]=[CH:23][CH:22]=2)=[O:18])[CH2:9][CH2:10]1)([CH3:4])([CH3:2])[CH3:3], predict the reactants needed to synthesize it. The reactants are: [C:1]([CH:5]1[CH2:10][CH2:9][CH:8]([NH2:11])[CH2:7][CH2:6]1)([CH3:4])([CH3:3])[CH3:2].C1([O:18][C:19](=O)[NH:20][C:21]2[C:30]3[C:25](=[CH:26][CH:27]=[C:28]([OH:31])[CH:29]=3)[CH:24]=[CH:23][CH:22]=2)C=CC=CC=1. (2) The reactants are: Cl[C:2]1[C:7]([C:8]([C:10]2[C:15]([CH:16]=[CH2:17])=[CH:14][CH:13]=[C:12]([O:18][CH3:19])[C:11]=2[F:20])=[O:9])=[CH:6][C:5]([Cl:21])=[CH:4][N:3]=1.[CH:22]([B-](F)(F)F)=[CH2:23].[K+]. Given the product [Cl:21][C:5]1[CH:6]=[C:7]([C:8]([C:10]2[C:15]([CH:16]=[CH2:17])=[CH:14][CH:13]=[C:12]([O:18][CH3:19])[C:11]=2[F:20])=[O:9])[C:2]([CH:22]=[CH2:23])=[N:3][CH:4]=1, predict the reactants needed to synthesize it.